From a dataset of Forward reaction prediction with 1.9M reactions from USPTO patents (1976-2016). Predict the product of the given reaction. (1) Given the reactants [C:1]1([NH:14][C:15]2[CH:20]=[CH:19][CH:18]=[CH:17][C:16]=2[C:21](O)([CH3:23])[CH3:22])[C:13]2[NH:12][C:11]3[C:6](=[CH:7][CH:8]=[CH:9][CH:10]=3)[C:5]=2[CH:4]=[CH:3][CH:2]=1, predict the reaction product. The product is: [CH3:22][C:21]1([CH3:23])[C:2]2[CH:3]=[CH:4][C:5]3[C:6]4[CH:7]=[CH:8][CH:9]=[CH:10][C:11]=4[NH:12][C:13]=3[C:1]=2[NH:14][C:15]2[CH:20]=[CH:19][CH:18]=[CH:17][C:16]1=2. (2) Given the reactants [F:1][CH:2]([F:12])[C:3]1[CH:11]=[CH:10][C:6]([C:7]([OH:9])=[O:8])=[CH:5][CH:4]=1.Cl.[CH3:14]O, predict the reaction product. The product is: [F:1][CH:2]([F:12])[C:3]1[CH:4]=[CH:5][C:6]([C:7]([O:9][CH3:14])=[O:8])=[CH:10][CH:11]=1. (3) Given the reactants C(OC(=O)[NH:7][C:8]1[CH:13]=[CH:12][C:11]([N:14]2[C:18]([CH3:20])([CH3:19])[C:17](=N)[N:16]([C:22]3[CH:27]=[CH:26][C:25]([C:28]#[N:29])=[C:24]([C:30]([F:33])([F:32])[F:31])[CH:23]=3)[C:15]2=[S:34])=[CH:10][CH:9]=1)(C)(C)C.C[OH:37].O, predict the reaction product. The product is: [NH2:7][C:8]1[CH:13]=[CH:12][C:11]([N:14]2[C:18]([CH3:20])([CH3:19])[C:17](=[O:37])[N:16]([C:22]3[CH:27]=[CH:26][C:25]([C:28]#[N:29])=[C:24]([C:30]([F:31])([F:33])[F:32])[CH:23]=3)[C:15]2=[S:34])=[CH:10][CH:9]=1. (4) Given the reactants Br[C:2]1[C:7]2=[CH:8][N:9]([C:11]3[C:16]([Cl:17])=[CH:15][CH:14]=[CH:13][C:12]=3[Cl:18])[N:10]=[C:6]2[C:5]([O:19][CH3:20])=[CH:4][N:3]=1.[NH2:21][C:22]1[N:27]=[CH:26][N:25]=[C:24]([CH2:28][OH:29])[CH:23]=1.CC1(C)C2C(=C(P(C3C=CC=CC=3)C3C=CC=CC=3)C=CC=2)OC2C(P(C3C=CC=CC=3)C3C=CC=CC=3)=CC=CC1=2.C(=O)([O-])[O-].[Cs+].[Cs+], predict the reaction product. The product is: [Cl:18][C:12]1[CH:13]=[CH:14][CH:15]=[C:16]([Cl:17])[C:11]=1[N:9]1[CH:8]=[C:7]2[C:2]([NH:21][C:22]3[N:27]=[CH:26][N:25]=[C:24]([CH2:28][OH:29])[CH:23]=3)=[N:3][CH:4]=[C:5]([O:19][CH3:20])[C:6]2=[N:10]1. (5) Given the reactants [Br:1][C:2]1[CH:3]=[C:4]([CH:17]=[CH:18][C:19]=1[Cl:20])[C:5]([N:7]([C:9]1[CH:14]=[CH:13][CH:12]=[CH:11][C:10]=1[O:15]C)[CH3:8])=[O:6].B(Br)(Br)Br, predict the reaction product. The product is: [Br:1][C:2]1[CH:3]=[C:4]([CH:17]=[CH:18][C:19]=1[Cl:20])[C:5]([N:7]([C:9]1[CH:14]=[CH:13][CH:12]=[CH:11][C:10]=1[OH:15])[CH3:8])=[O:6]. (6) Given the reactants [CH2:1]([NH:8][C:9]1[CH:17]=[C:16]([N:18]2[CH2:23][CH2:22][N:21]([C:24](=[O:31])[C:25]3[CH:30]=[CH:29][CH:28]=[CH:27][CH:26]=3)[CH2:20][CH2:19]2)[CH:15]=[CH:14][C:10]=1[C:11]([OH:13])=O)[C:2]1[CH:7]=[CH:6][CH:5]=[CH:4][CH:3]=1.[CH3:32][NH:33][CH3:34].C1COCC1.C1(P(N=[N+]=[N-])(C2C=CC=CC=2)=O)C=CC=CC=1, predict the reaction product. The product is: [CH2:1]([NH:8][C:9]1[CH:17]=[C:16]([N:18]2[CH2:19][CH2:20][N:21]([C:24](=[O:31])[C:25]3[CH:30]=[CH:29][CH:28]=[CH:27][CH:26]=3)[CH2:22][CH2:23]2)[CH:15]=[CH:14][C:10]=1[C:11]([N:33]([CH3:34])[CH3:32])=[O:13])[C:2]1[CH:7]=[CH:6][CH:5]=[CH:4][CH:3]=1. (7) Given the reactants [Br:1][C:2]1[CH:3]=[C:4]([NH2:9])[C:5]([NH2:8])=[N:6][CH:7]=1.[C:10](N1C=CN=C1)(N1C=CN=C1)=[O:11].O, predict the reaction product. The product is: [Br:1][C:2]1[CH:3]=[C:4]2[NH:9][C:10](=[O:11])[NH:8][C:5]2=[N:6][CH:7]=1. (8) The product is: [OH:26][C:23]([CH3:25])([CH3:24])[CH2:22][C@@:13]1([C:16]2[CH:21]=[CH:20][CH:19]=[CH:18][CH:17]=2)[O:12][C:11](=[O:27])[N:10]([C@H:8]([C:5]2[CH:6]=[CH:7][C:2]([C:32]3[CH:31]=[CH:30][C:29](=[O:28])[NH:34][CH:33]=3)=[CH:3][CH:4]=2)[CH3:9])[CH2:15][CH2:14]1. Given the reactants Br[C:2]1[CH:7]=[CH:6][C:5]([C@@H:8]([N:10]2[CH2:15][CH2:14][C@:13]([CH2:22][C:23]([OH:26])([CH3:25])[CH3:24])([C:16]3[CH:21]=[CH:20][CH:19]=[CH:18][CH:17]=3)[O:12][C:11]2=[O:27])[CH3:9])=[CH:4][CH:3]=1.[O:28]=[C:29]1[NH:34][CH:33]=[C:32](B(O)O)[CH:31]=[CH:30]1.C([O-])([O-])=O.[Cs+].[Cs+], predict the reaction product.